From a dataset of Full USPTO retrosynthesis dataset with 1.9M reactions from patents (1976-2016). Predict the reactants needed to synthesize the given product. (1) The reactants are: [Si]([O:8][CH2:9][CH2:10][N:11]1[CH:15]=[C:14]([C:16]2[CH:17]=[C:18]3[C:23](=[CH:24][CH:25]=2)[N:22]([C:26](=[O:28])[CH3:27])[C@@H:21]([CH:29]2[CH2:31][CH2:30]2)[C@H:20]([CH3:32])[C@H:19]3[NH:33][C:34]2[CH:39]=[CH:38][CH:37]=[CH:36][N:35]=2)[CH:13]=[N:12]1)(C(C)(C)C)(C)C.CCCC[N+](CCCC)(CCCC)CCCC.[F-]. Given the product [CH:29]1([C@H:21]2[C@H:20]([CH3:32])[C@@H:19]([NH:33][C:34]3[CH:39]=[CH:38][CH:37]=[CH:36][N:35]=3)[C:18]3[C:23](=[CH:24][CH:25]=[C:16]([C:14]4[CH:13]=[N:12][N:11]([CH2:10][CH2:9][OH:8])[CH:15]=4)[CH:17]=3)[N:22]2[C:26](=[O:28])[CH3:27])[CH2:30][CH2:31]1, predict the reactants needed to synthesize it. (2) Given the product [C:16]1([C:3]2[C:2]([C:27]3[CH:28]=[CH:29][CH:30]=[C:25]([O:24][C:23]([F:22])([F:34])[F:35])[CH:26]=3)=[N:11][C:10]3[C:5](=[CH:6][CH:7]=[C:8]([C:12]([OH:14])=[O:13])[CH:9]=3)[N:4]=2)[CH:17]=[CH:18][CH:19]=[CH:20][CH:21]=1, predict the reactants needed to synthesize it. The reactants are: Br[C:2]1[C:3]([C:16]2[CH:21]=[CH:20][CH:19]=[CH:18][CH:17]=2)=[N:4][C:5]2[C:10]([N:11]=1)=[CH:9][C:8]([C:12]([O:14]C)=[O:13])=[CH:7][CH:6]=2.[F:22][C:23]([F:35])([F:34])[O:24][C:25]1[CH:26]=[C:27](B(O)O)[CH:28]=[CH:29][CH:30]=1. (3) Given the product [CH2:8]1[O:9][C:10]2[CH:11]=[C:12]([OH:18])[CH:13]=[CH:14][C:15]=2[C:16](=[O:17])[CH:7]1[C:6]1[CH:1]=[CH:2][C:3]([OH:19])=[CH:4][CH:5]=1.[CH2:27]1[O:28][C:29]2[C:34](=[C:33]([OH:37])[CH:32]=[C:31]([OH:38])[CH:30]=2)[C:35](=[O:36])[CH:26]1[C:25]1[CH:20]=[CH:21][C:22]([OH:39])=[CH:23][CH:24]=1, predict the reactants needed to synthesize it. The reactants are: [CH:1]1[C:6]([C:7]2[C:16](=[O:17])[C:15]3[CH:14]=[CH:13][C:12]([OH:18])=[CH:11][C:10]=3[O:9][CH:8]=2)=[CH:5][CH:4]=[C:3]([OH:19])[CH:2]=1.[CH:20]1[C:25]([C:26]2[C:35](=[O:36])[C:34]3[C:33]([OH:37])=[CH:32][C:31]([OH:38])=[CH:30][C:29]=3[O:28][CH:27]=2)=[CH:24][CH:23]=[C:22]([OH:39])[CH:21]=1. (4) Given the product [CH2:20]([O:19][C:15]1[CH:14]=[C:13]([N:3]2[C:4]3[C:9](=[CH:8][CH:7]=[CH:6][CH:5]=3)[C:10]([CH:11]=[O:12])=[C:2]2[N:22]2[CH2:27][CH2:26][NH:25][CH2:24][CH2:23]2)[CH:18]=[CH:17][CH:16]=1)[CH3:21], predict the reactants needed to synthesize it. The reactants are: Cl[C:2]1[N:3]([C:13]2[CH:18]=[CH:17][CH:16]=[C:15]([O:19][CH2:20][CH3:21])[CH:14]=2)[C:4]2[C:9]([C:10]=1[CH:11]=[O:12])=[CH:8][CH:7]=[CH:6][CH:5]=2.[NH:22]1[CH2:27][CH2:26][NH:25][CH2:24][CH2:23]1. (5) Given the product [CH3:21][C:22]1[NH:39][C:25]2=[N:26][CH:27]=[C:28]([C:2]3[N:3]=[C:4]([N:15]4[CH2:20][CH2:19][O:18][CH2:17][CH2:16]4)[C:5]4[CH:10]=[C:9]([C:11]([OH:14])([CH3:13])[CH3:12])[S:8][C:6]=4[N:7]=3)[CH:29]=[C:24]2[N:23]=1, predict the reactants needed to synthesize it. The reactants are: Cl[C:2]1[N:3]=[C:4]([N:15]2[CH2:20][CH2:19][O:18][CH2:17][CH2:16]2)[C:5]2[CH:10]=[C:9]([C:11]([OH:14])([CH3:13])[CH3:12])[S:8][C:6]=2[N:7]=1.[CH3:21][C:22]1[N:39](COCC[Si](C)(C)C)[C:25]2=[N:26][CH:27]=[C:28](C3OC(C)(C)C(C)(C)O3)[CH:29]=[C:24]2[N:23]=1.C[Si](C)(C)CCOCN1C2C=C(C3N=C(N4CCOCC4)C4C=C(C(O)(C)C)SC=4N=3)C=CC=2N=C1C.[F-].C([N+](CCCC)(CCCC)CCCC)CCC. (6) Given the product [CH:25]1([O:24][C:23]2[CH:22]=[CH:21][C:4]([C:5]([NH:7][C:8]3[CH:9]=[N:10][C:11]([C:14]4[CH:19]=[CH:18][CH:17]=[CH:16][C:15]=4[F:20])=[CH:12][CH:13]=3)=[O:6])=[CH:3][C:2]=2[NH:1][C:33]([C:30]2([N:29]([CH3:36])[CH3:28])[CH2:32][CH2:31]2)=[O:34])[CH2:26][CH2:27]1, predict the reactants needed to synthesize it. The reactants are: [NH2:1][C:2]1[CH:3]=[C:4]([CH:21]=[CH:22][C:23]=1[O:24][CH:25]1[CH2:27][CH2:26]1)[C:5]([NH:7][C:8]1[CH:9]=[N:10][C:11]([C:14]2[CH:19]=[CH:18][CH:17]=[CH:16][C:15]=2[F:20])=[CH:12][CH:13]=1)=[O:6].[CH3:28][N:29]([CH3:36])[C:30]1([C:33](O)=[O:34])[CH2:32][CH2:31]1.C1CN([P+](ON2N=NC3C=CC=CC2=3)(N2CCCC2)N2CCCC2)CC1.F[P-](F)(F)(F)(F)F.C(N(C(C)C)C(C)C)C. (7) The reactants are: [Cl:1][C:2]1[CH:37]=[C:36]([CH3:38])[CH:35]=[CH:34][C:3]=1[O:4][C:5]1[C:6]([C:22]([NH:24]CC2C=CC(OC)=CC=2)=[O:23])=[C:7]([NH:13][C:14]2[CH:19]=[CH:18][C:17]([I:20])=[CH:16][C:15]=2[F:21])[N:8]([CH3:12])[C:9](=[O:11])[CH:10]=1.[Cl-].[Al+3].[Cl-].[Cl-].O.Cl. Given the product [Cl:1][C:2]1[CH:37]=[C:36]([CH3:38])[CH:35]=[CH:34][C:3]=1[O:4][C:5]1[C:6]([C:22]([NH2:24])=[O:23])=[C:7]([NH:13][C:14]2[CH:19]=[CH:18][C:17]([I:20])=[CH:16][C:15]=2[F:21])[N:8]([CH3:12])[C:9](=[O:11])[CH:10]=1, predict the reactants needed to synthesize it. (8) Given the product [C:1]([C:5]1[CH:10]=[CH:9][C:8]([NH:11][C:12](=[O:27])[C:13]2[CH:18]=[CH:17][C:16]([C:19]3[C:24]([CH2:25][N:28]4[CH2:32][CH2:31][CH2:30][CH2:29]4)=[CH:23][CH:22]=[CH:21][N:20]=3)=[CH:15][CH:14]=2)=[CH:7][CH:6]=1)([CH3:4])([CH3:3])[CH3:2], predict the reactants needed to synthesize it. The reactants are: [C:1]([C:5]1[CH:10]=[CH:9][C:8]([NH:11][C:12](=[O:27])[C:13]2[CH:18]=[CH:17][C:16]([C:19]3[C:24]([CH:25]=O)=[CH:23][CH:22]=[CH:21][N:20]=3)=[CH:15][CH:14]=2)=[CH:7][CH:6]=1)([CH3:4])([CH3:3])[CH3:2].[NH:28]1[CH2:32][CH2:31][CH2:30][CH2:29]1.CC(O)=O. (9) Given the product [O:9]=[C:10]([C:1]1[CH:6]=[CH:5][CH:4]=[CH:3][CH:2]=1)[CH2:14][CH2:13][CH2:12][NH:11][C:15](=[O:16])[O:17][C:18]([CH3:20])([CH3:19])[CH3:21], predict the reactants needed to synthesize it. The reactants are: [C:1]1([Mg]Br)[CH:6]=[CH:5][CH:4]=[CH:3][CH:2]=1.[O:9]=[C:10]1[CH2:14][CH2:13][CH2:12][N:11]1[C:15]([O:17][C:18]([CH3:21])([CH3:20])[CH3:19])=[O:16].C(OCC)(=O)C. (10) Given the product [CH2:1]([N:8]1[C:12]([CH:13]=[O:14])=[CH:11][C:10]([O:15][CH2:16][CH2:17][CH3:18])=[N:9]1)[C:2]1[CH:3]=[CH:4][CH:5]=[CH:6][CH:7]=1, predict the reactants needed to synthesize it. The reactants are: [CH2:1]([N:8]1[C:12]([CH2:13][OH:14])=[CH:11][C:10]([O:15][CH2:16][CH2:17][CH3:18])=[N:9]1)[C:2]1[CH:7]=[CH:6][CH:5]=[CH:4][CH:3]=1.C(N(CC)CC)C.CS(C)=O.O.